Dataset: Full USPTO retrosynthesis dataset with 1.9M reactions from patents (1976-2016). Task: Predict the reactants needed to synthesize the given product. (1) The reactants are: C(OC([NH:8][C:9]1[CH:10]=[C:11]([CH:15]=[CH:16][C:17]=1[CH2:18][S:19]C(C1C=CC=CC=1)(C1C=CC=CC=1)C1C=CC=CC=1)[C:12]([OH:14])=[O:13])=O)(C)(C)C.C([SiH](C(C)C)C(C)C)(C)C.FC(F)(F)C(O)=O. Given the product [NH2:8][C:9]1[CH:10]=[C:11]([CH:15]=[CH:16][C:17]=1[CH2:18][SH:19])[C:12]([OH:14])=[O:13], predict the reactants needed to synthesize it. (2) Given the product [CH2:5]([C:8]1[C:16]2[O:15][N:14]=[C:13]([CH2:17][C:18]([CH3:21])([CH3:20])[CH3:19])[C:12]=2[CH:11]=[CH:10][C:9]=1[O:22][CH2:23][CH2:24][CH2:25][C:27]#[N:28])[CH2:6][CH3:7], predict the reactants needed to synthesize it. The reactants are: CS(C)=O.[CH2:5]([C:8]1[C:16]2[O:15][N:14]=[C:13]([CH2:17][C:18]([CH3:21])([CH3:20])[CH3:19])[C:12]=2[CH:11]=[CH:10][C:9]=1[O:22][CH2:23][CH2:24][CH2:25]Br)[CH2:6][CH3:7].[C-:27]#[N:28].[K+].C(OCC)(=O)C. (3) Given the product [CH2:22]([C:6]1[CH:5]=[C:4]([CH2:1][CH3:3])[C:12]([C:13]2[NH:17][C:16]([CH2:18][CH2:19][O:20][CH3:21])=[N:15][N:14]=2)=[CH:11][C:7]=1[C:8]([OH:10])=[O:9])[CH3:23], predict the reactants needed to synthesize it. The reactants are: [CH:1]([C:4]1[C:12]([C:13]2[NH:17][C:16]([CH2:18][CH2:19][O:20][CH3:21])=[N:15][N:14]=2)=[CH:11][C:7]([C:8]([OH:10])=[O:9])=[C:6]([CH3:22])[CH:5]=1)([CH3:3])C.[CH2:23](C1C=C(CC)C(I)=CC=1C(OC)=O)C.IC1C(C(C)C)=CC(C)=C(C=1)C(OC)=O. (4) The reactants are: [F:1][C:2]1[CH:3]=[C:4]([CH2:10][C:11]([OH:13])=O)[CH:5]=[C:6]([F:9])[C:7]=1[F:8].[C:14](Cl)(=O)[C:15](Cl)=O.[Cl-].[Al+3].[Cl-].[Cl-].Cl. Given the product [F:9][C:6]1[C:7]([F:8])=[C:2]([F:1])[CH:3]=[C:4]2[C:5]=1[CH2:14][CH2:15][C:11](=[O:13])[CH2:10]2, predict the reactants needed to synthesize it. (5) Given the product [Cl:31][C:32]1[CH:33]=[C:34]([C:2]2[C:3]([Cl:30])=[CH:4][C:5]([O:28][CH3:29])=[C:6]([N:8]3[C:17]4[C:12](=[CH:13][C:14]([S:18]([NH:21][C:22]5[CH:26]=[CH:25][O:24][N:23]=5)(=[O:20])=[O:19])=[CH:15][CH:16]=4)[CH:11]=[CH:10][C:9]3=[O:27])[CH:7]=2)[CH:35]=[C:36]([F:38])[CH:37]=1, predict the reactants needed to synthesize it. The reactants are: Br[C:2]1[C:3]([Cl:30])=[CH:4][C:5]([O:28][CH3:29])=[C:6]([N:8]2[C:17]3[C:12](=[CH:13][C:14]([S:18]([NH:21][C:22]4[CH:26]=[CH:25][O:24][N:23]=4)(=[O:20])=[O:19])=[CH:15][CH:16]=3)[CH:11]=[CH:10][C:9]2=[O:27])[CH:7]=1.[Cl:31][C:32]1[CH:33]=[C:34](B(O)O)[CH:35]=[C:36]([F:38])[CH:37]=1.C(=O)([O-])[O-].[K+].[K+].[Cl-].[NH4+]. (6) Given the product [CH2:1]([C:8]1[NH:9][C:10]([C:13]([NH:47][C@@H:48]2[C:54](=[O:55])[NH:53][C:52]3[CH:56]=[CH:57][C:58]([B:60]4[O:64][C:63]([CH3:66])([CH3:65])[C:62]([CH3:68])([CH3:67])[O:61]4)=[CH:59][C:51]=3[CH2:50][CH2:49]2)=[O:15])=[N:11][N:12]=1)[C:2]1[CH:3]=[CH:4][CH:5]=[CH:6][CH:7]=1, predict the reactants needed to synthesize it. The reactants are: [CH2:1]([C:8]1[NH:9][C:10]([C:13]([OH:15])=O)=[N:11][N:12]=1)[C:2]1[CH:7]=[CH:6][CH:5]=[CH:4][CH:3]=1.CN1CCOCC1.CN(C(ON1N=NC2C=CC=NC1=2)=[N+](C)C)C.F[P-](F)(F)(F)(F)F.[NH2:47][C@@H:48]1[C:54](=[O:55])[NH:53][C:52]2[CH:56]=[CH:57][C:58]([B:60]3[O:64][C:63]([CH3:66])([CH3:65])[C:62]([CH3:68])([CH3:67])[O:61]3)=[CH:59][C:51]=2[CH2:50][CH2:49]1. (7) Given the product [NH2:20][C:21]([NH:23][C:24]1[CH:28]=[C:27]([C:2]2[CH:19]=[CH:18][CH:17]=[CH:16][C:3]=2[O:4][CH2:5][CH2:6][N:7]2[CH2:15][C:14]3[C:9](=[CH:10][CH:11]=[CH:12][CH:13]=3)[CH2:8]2)[S:26][C:25]=1[C:30]([NH2:32])=[O:31])=[O:22], predict the reactants needed to synthesize it. The reactants are: Br[C:2]1[CH:19]=[CH:18][CH:17]=[CH:16][C:3]=1[O:4][CH2:5][CH2:6][N:7]1[CH2:15][C:14]2[C:9](=[CH:10][CH:11]=[CH:12][CH:13]=2)[CH2:8]1.[NH2:20][C:21]([NH:23][C:24]1[CH:28]=[C:27](Br)[S:26][C:25]=1[C:30]([NH2:32])=[O:31])=[O:22]. (8) Given the product [Br:18][CH2:7][C:6]1[N:5]([CH3:8])[N:4]([C:9]2[CH:14]=[CH:13][C:12]([F:15])=[C:11]([Cl:16])[CH:10]=2)[C:3](=[O:17])[C:2]=1[Cl:1], predict the reactants needed to synthesize it. The reactants are: [Cl:1][C:2]1[C:3](=[O:17])[N:4]([C:9]2[CH:14]=[CH:13][C:12]([F:15])=[C:11]([Cl:16])[CH:10]=2)[N:5]([CH3:8])[C:6]=1[CH3:7].[Br:18]N1C(=O)CCC1=O. (9) The reactants are: [C:1]([C:5]1[CH:9]=[C:8]([NH:10][C:11]([NH:13][C:14]2[C:23]3[C:18](=[CH:19][CH:20]=[CH:21][CH:22]=3)[C:17]([O:24][C:25]3[CH:30]=[CH:29][N:28]=[C:27](Cl)[N:26]=3)=[CH:16][CH:15]=2)=[O:12])[N:7]([C:32]2[CH:37]=[CH:36][C:35]([P:38]([CH3:41])([CH3:40])=[O:39])=[CH:34][CH:33]=2)[N:6]=1)([CH3:4])([CH3:3])[CH3:2].[NH2:42][C:43]1[CH:48]=[CH:47][C:46]([P:49](=[O:52])([CH3:51])[CH3:50])=[CH:45][CH:44]=1. Given the product [C:1]([C:5]1[CH:9]=[C:8]([NH:10][C:11]([NH:13][C:14]2[C:23]3[C:18](=[CH:19][CH:20]=[CH:21][CH:22]=3)[C:17]([O:24][C:25]3[CH:30]=[CH:29][N:28]=[C:27]([NH:42][C:43]4[CH:44]=[CH:45][C:46]([P:49]([CH3:51])([CH3:50])=[O:52])=[CH:47][CH:48]=4)[N:26]=3)=[CH:16][CH:15]=2)=[O:12])[N:7]([C:32]2[CH:37]=[CH:36][C:35]([P:38]([CH3:41])([CH3:40])=[O:39])=[CH:34][CH:33]=2)[N:6]=1)([CH3:4])([CH3:3])[CH3:2], predict the reactants needed to synthesize it. (10) Given the product [NH2:27][C:22]1[CH:23]=[N:24][CH:25]=[CH:26][C:21]=1[N:11]1[CH2:12][C@H:13]([CH3:20])[C@H:14]([N:15]2[CH:19]=[CH:18][N:17]=[N:16]2)[C@H:9]([NH:8][C:6](=[O:7])[O:5][C:1]([CH3:4])([CH3:3])[CH3:2])[CH2:10]1, predict the reactants needed to synthesize it. The reactants are: [C:1]([O:5][C:6]([NH:8][C@H:9]1[C@@H:14]([N:15]2[CH:19]=[CH:18][N:17]=[N:16]2)[C@@H:13]([CH3:20])[CH2:12][N:11]([C:21]2[CH:26]=[CH:25][N:24]=[CH:23][C:22]=2[N:27](C(OC(C)(C)C)=O)C(OC(C)(C)C)=O)[CH2:10]1)=[O:7])([CH3:4])([CH3:3])[CH3:2].Cl.O1CCOCC1.CCN(C(C)C)C(C)C.C(OC(ON1C(=O)CCC1=O)=O)(C)(C)C.